From a dataset of Catalyst prediction with 721,799 reactions and 888 catalyst types from USPTO. Predict which catalyst facilitates the given reaction. Reactant: [C:1]([C:5]1[O:6][C:7]2[C:13]([C:14]3[CH:19]=[CH:18][C:17]([F:20])=[CH:16][CH:15]=3)=[CH:12][C:11]([C:21](O)=[O:22])=[CH:10][C:8]=2[N:9]=1)([CH3:4])([CH3:3])[CH3:2].[Cl-].[Na+].Cl.Cl.[F:28][C:29]([F:40])([F:39])[C:30]1[N:35]=[CH:34][C:33]([C@H:36]([NH2:38])[CH3:37])=[CH:32][N:31]=1.CN1CCOCC1.Cl.CN(C)CCN=C=NCC.ON1C2N=CC=CC=2N=N1. Product: [C:1]([C:5]1[O:6][C:7]2[C:13]([C:14]3[CH:19]=[CH:18][C:17]([F:20])=[CH:16][CH:15]=3)=[CH:12][C:11]([C:21]([NH:38][C@@H:36]([C:33]3[CH:32]=[N:31][C:30]([C:29]([F:40])([F:39])[F:28])=[N:35][CH:34]=3)[CH3:37])=[O:22])=[CH:10][C:8]=2[N:9]=1)([CH3:2])([CH3:3])[CH3:4]. The catalyst class is: 9.